From a dataset of Forward reaction prediction with 1.9M reactions from USPTO patents (1976-2016). Predict the product of the given reaction. Given the reactants [CH3:1][O:2][C:3]1[CH:22]=[CH:21][C:6]([CH2:7][O:8][N:9]=[CH:10][C:11]2[CH:16]=[CH:15][C:14]([O:17][CH3:18])=[CH:13][C:12]=2[O:19][CH3:20])=[CH:5][CH:4]=1.C([BH3-])#N.[Na+].Cl.C(=O)([O-])O.[Na+], predict the reaction product. The product is: [CH3:20][O:19][C:12]1[CH:13]=[C:14]([O:17][CH3:18])[CH:15]=[CH:16][C:11]=1[CH2:10][NH:9][O:8][CH2:7][C:6]1[CH:5]=[CH:4][C:3]([O:2][CH3:1])=[CH:22][CH:21]=1.